This data is from Reaction yield outcomes from USPTO patents with 853,638 reactions. The task is: Predict the reaction yield, written as a fraction of the theoretical maximum amount of product (1.0 means a 100% yield; for example, 0.34 means a 34% yield). The reactants are [CH3:1][O:2][C:3]1[CH:17]=[C:16]([O:18][CH3:19])[CH:15]=[CH:14][C:4]=1[CH2:5][NH:6][C:7](=[O:13])[O:8][C:9]([CH3:12])([CH3:11])[CH3:10].C([Li])CCC.Cl[CH2:26][O:27][CH3:28]. The catalyst is C1COCC1. The product is [CH3:1][O:2][C:3]1[CH:17]=[C:16]([O:18][CH3:19])[CH:15]=[CH:14][C:4]=1[CH2:5][N:6]([CH2:26][O:27][CH3:28])[C:7](=[O:13])[O:8][C:9]([CH3:12])([CH3:11])[CH3:10]. The yield is 1.04.